From a dataset of Peptide-MHC class II binding affinity with 134,281 pairs from IEDB. Regression. Given a peptide amino acid sequence and an MHC pseudo amino acid sequence, predict their binding affinity value. This is MHC class II binding data. (1) The peptide sequence is IAAMMTSPLSVASMT. The MHC is DRB1_0701 with pseudo-sequence DRB1_0701. The binding affinity (normalized) is 0.682. (2) The peptide sequence is KTKEGVLYVGSKTKK. The MHC is HLA-DQA10301-DQB10302 with pseudo-sequence HLA-DQA10301-DQB10302. The binding affinity (normalized) is 0.0814.